From a dataset of Forward reaction prediction with 1.9M reactions from USPTO patents (1976-2016). Predict the product of the given reaction. (1) Given the reactants [N:1]1[C:10]2[CH:9]([NH:11][CH2:12][CH2:13][CH2:14][CH2:15][NH:16]C(=O)OC(C)(C)C)[CH2:8][CH2:7][CH2:6][C:5]=2[CH:4]=[CH:3][CH:2]=1.[CH3:24][C:25]1[CH:30]=[CH:29][N:28]2[CH:31]=[C:32]([CH:34]=O)[N:33]=[C:27]2[CH:26]=1, predict the reaction product. The product is: [CH3:24][C:25]1[CH:30]=[CH:29][N:28]2[CH:31]=[C:32]([CH2:34][N:11]([CH:9]3[C:10]4[N:1]=[CH:2][CH:3]=[CH:4][C:5]=4[CH2:6][CH2:7][CH2:8]3)[CH2:12][CH2:13][CH2:14][CH2:15][NH2:16])[N:33]=[C:27]2[CH:26]=1. (2) The product is: [Cl:1][C:2]1[CH:10]=[C:9]2[C:5]([C:6]([C:11]([C:13]3[C:14]([NH:36][CH2:35][C:34]4[CH:37]=[CH:38][C:39]([F:40])=[C:32]([F:31])[CH:33]=4)=[N:15][CH:16]=[CH:17][CH:18]=3)=[O:12])=[CH:7][NH:8]2)=[CH:4][CH:3]=1. Given the reactants [Cl:1][C:2]1[CH:10]=[C:9]2[C:5]([C:6]([C:11]([C:13]3[C:14](NC4CCCC4)=[N:15][CH:16]=[CH:17][CH:18]=3)=[O:12])=[CH:7][NH:8]2)=[CH:4][CH:3]=1.C1(N)CCCC1.[F:31][C:32]1[CH:33]=[C:34]([CH:37]=[CH:38][C:39]=1[F:40])[CH2:35][NH2:36], predict the reaction product. (3) Given the reactants FC(F)(F)C(O)=O.FC(F)(F)C(O)=O.CN1CCC(O[C:23]2[CH:28]=[CH:27][C:26]([C:29]3[C:37]4[C:32](=[CH:33][CH:34]=[C:35]([NH2:38])[CH:36]=4)[NH:31][N:30]=3)=[CH:25][CH:24]=2)CC1.C(OC(=O)NC1C=C2C(=CC=1)NN=C2I)(C)(C)C.CC1(C)C(C)(C)OB(C2C=CC([N:71]3[CH2:76][CH2:75][O:74][CH2:73][CH2:72]3)=CC=2)O1, predict the reaction product. The product is: [O:74]1[CH2:75][CH2:76][N:71]([C:23]2[CH:24]=[CH:25][C:26]([C:29]3[C:37]4[C:32](=[CH:33][CH:34]=[C:35]([NH2:38])[CH:36]=4)[NH:31][N:30]=3)=[CH:27][CH:28]=2)[CH2:72][CH2:73]1. (4) Given the reactants CCN(C(C)C)C(C)C.[F:10][CH2:11][CH2:12][N:13]1[CH:18]=[C:17]([C:19]2[CH:24]=[CH:23][CH:22]=[CH:21][CH:20]=2)[C:16](=[O:25])[C:15]([C:26]([OH:28])=O)=[CH:14]1.CCOC(C(C#N)=NOC(N1CCOCC1)=[N+](C)C)=O.F[P-](F)(F)(F)(F)F.[NH2:56][C:57]1[CH:62]=[CH:61][C:60]([C:63]2[C:64]([NH2:85])=[N:65][CH:66]=[C:67]([C:69]3[CH:74]=[CH:73][C:72]([O:75][CH2:76][C@H:77]4[CH2:82][O:81][CH2:80][CH2:79][O:78]4)=[C:71]([O:83][CH3:84])[CH:70]=3)[CH:68]=2)=[CH:59][CH:58]=1, predict the reaction product. The product is: [NH2:85][C:64]1[C:63]([C:60]2[CH:59]=[CH:58][C:57]([NH:56][C:26]([C:15]3[C:16](=[O:25])[C:17]([C:19]4[CH:20]=[CH:21][CH:22]=[CH:23][CH:24]=4)=[CH:18][N:13]([CH2:12][CH2:11][F:10])[CH:14]=3)=[O:28])=[CH:62][CH:61]=2)=[CH:68][C:67]([C:69]2[CH:74]=[CH:73][C:72]([O:75][CH2:76][C@H:77]3[CH2:82][O:81][CH2:80][CH2:79][O:78]3)=[C:71]([O:83][CH3:84])[CH:70]=2)=[CH:66][N:65]=1. (5) Given the reactants C(O[C:6]([NH:8][C@@H:9]1[CH2:13][CH2:12][CH2:11][C@H:10]1[NH2:14])=[O:7])(C)(C)C.[CH3:15][N:16]1[CH2:21][CH2:20][C:19]2[N:22]=[C:23](C([O-])=O)[S:24][C:18]=2[CH2:17]1.[Li+].[ClH:29].CN(C)CCCN=C=NCC.O.ON1C2C=CC=CC=2N=N1, predict the reaction product. The product is: [ClH:29].[CH3:15][N:16]1[CH2:21][CH2:20][C:19]2[N:22]=[C:23]([C:6]([NH:8][C@@H:9]3[CH2:13][CH2:12][CH2:11][C@H:10]3[NH2:14])=[O:7])[S:24][C:18]=2[CH2:17]1. (6) Given the reactants [Li]CCCC.C(NC(C)C)(C)C.[Br:13][C:14]1[CH:15]=[N:16][CH:17]=[CH:18][CH:19]=1.[Cl:20][C:21]1[CH:28]=[CH:27][CH:26]=[CH:25][C:22]=1[CH:23]=[O:24], predict the reaction product. The product is: [Br:13][C:14]1[CH:15]=[N:16][CH:17]=[CH:18][C:19]=1[CH:23]([C:22]1[CH:25]=[CH:26][CH:27]=[CH:28][C:21]=1[Cl:20])[OH:24].